This data is from Forward reaction prediction with 1.9M reactions from USPTO patents (1976-2016). The task is: Predict the product of the given reaction. (1) The product is: [CH3:12][C:13]1[CH:18]=[CH:17][C:16]([S:19]([N:3]2[C:11]3[C:6](=[N:7][CH:8]=[CH:9][CH:10]=3)[CH:5]=[CH:4]2)(=[O:21])=[O:20])=[CH:15][CH:14]=1. Given the reactants [H-].[Na+].[NH:3]1[C:11]2[C:6](=[N:7][CH:8]=[CH:9][CH:10]=2)[CH:5]=[CH:4]1.[CH3:12][C:13]1[CH:18]=[CH:17][C:16]([S:19](Cl)(=[O:21])=[O:20])=[CH:15][CH:14]=1, predict the reaction product. (2) Given the reactants Br[CH2:2][C:3]1[C:11]2[O:10][CH:9]=[CH:8][C:7]=2[CH:6]=[C:5]([N+:12]([O-:14])=[O:13])[CH:4]=1.[CH3:15][C@H:16]1[CH2:21][NH:20][C@H:19]([CH3:22])[CH2:18][NH:17]1, predict the reaction product. The product is: [CH3:15][C@H:16]1[CH2:21][NH:20][C@H:19]([CH3:22])[CH2:18][N:17]1[CH2:2][C:3]1[C:11]2[O:10][CH:9]=[CH:8][C:7]=2[CH:6]=[C:5]([N+:12]([O-:14])=[O:13])[CH:4]=1. (3) Given the reactants [CH3:1][S:2](Cl)(=[O:4])=[O:3].[CH3:6][O:7][C:8](=[O:36])[C@H:9]([CH2:21][C:22]1[CH:27]=[CH:26][C:25]([C:28]2[CH:33]=[CH:32][CH:31]=[CH:30][C:29]=2[O:34][CH3:35])=[CH:24][CH:23]=1)[NH:10][C:11](=[O:20])[C:12]1[CH:17]=[CH:16][C:15]([NH2:18])=[CH:14][C:13]=1[Cl:19].CCN(C(C)C)C(C)C, predict the reaction product. The product is: [CH3:6][O:7][C:8](=[O:36])[C@H:9]([CH2:21][C:22]1[CH:27]=[CH:26][C:25]([C:28]2[CH:33]=[CH:32][CH:31]=[CH:30][C:29]=2[O:34][CH3:35])=[CH:24][CH:23]=1)[NH:10][C:11](=[O:20])[C:12]1[CH:17]=[CH:16][C:15]([N:18]([S:2]([CH3:1])(=[O:4])=[O:3])[S:2]([CH3:1])(=[O:4])=[O:3])=[CH:14][C:13]=1[Cl:19]. (4) Given the reactants [CH3:1][I:2].[CH3:3][C:4]1([CH3:26])[C:15]2[C:7](=[CH:8][C:9]3[N:10]([C:16]4[CH:21]=[CH:20][CH:19]=[CH:18][CH:17]=4)[CH:11]=[N:12][C:13]=3[CH:14]=2)[C:6]([CH3:23])([CH3:22])[C:5]1([CH3:25])[CH3:24], predict the reaction product. The product is: [I-:2].[CH3:1][NH+:12]1[C:13]2[CH:14]=[C:15]3[C:7](=[CH:8][C:9]=2[N:10]([C:16]2[CH:21]=[CH:20][CH:19]=[CH:18][CH:17]=2)[CH2:11]1)[C:6]([CH3:23])([CH3:22])[C:5]([CH3:25])([CH3:24])[C:4]3([CH3:26])[CH3:3]. (5) Given the reactants I[C:2]1[N:25]([S:26]([C:29]2[CH:34]=[CH:33][CH:32]=[CH:31][CH:30]=2)(=[O:28])=[O:27])[C:5]2=[N:6][CH:7]=[CH:8][C:9]([C:10]3[CH:11]=[CH:12][C:13]([O:18][CH:19]4[CH2:24][CH2:23][O:22][CH2:21][CH2:20]4)=[C:14]([CH:17]=3)[C:15]#[N:16])=[C:4]2[CH:3]=1.[CH3:35][C:36]1[CH:37]=[C:38]([N:51]2[CH2:56][CH2:55][O:54][CH2:53][CH2:52]2)[CH:39]=[CH:40][C:41]=1B1OC(C)(C)C(C)(C)O1.C([O-])([O-])=O.[Na+].[Na+].CC([O-])=O.[K+], predict the reaction product. The product is: [CH3:35][C:36]1[CH:37]=[C:38]([N:51]2[CH2:52][CH2:53][O:54][CH2:55][CH2:56]2)[CH:39]=[CH:40][C:41]=1[C:2]1[N:25]([S:26]([C:29]2[CH:30]=[CH:31][CH:32]=[CH:33][CH:34]=2)(=[O:27])=[O:28])[C:5]2=[N:6][CH:7]=[CH:8][C:9]([C:10]3[CH:11]=[CH:12][C:13]([O:18][CH:19]4[CH2:24][CH2:23][O:22][CH2:21][CH2:20]4)=[C:14]([CH:17]=3)[C:15]#[N:16])=[C:4]2[CH:3]=1. (6) Given the reactants Cl.CN(C)CCCN=C=NCC.[CH3:13][O:14][C:15]1[CH:16]=[C:17]([CH:25]=[CH:26][C:27]=1[O:28][CH3:29])[C:18]([CH2:20][CH2:21][C:22]([OH:24])=O)=[O:19].C1(N)C(F)=C(F)C(F)=C(N)C=1F.Cl.Cl.[CH2:44]1[NH:49][CH2:48][CH2:47][N:46]2[CH2:50][CH2:51][CH2:52][C@@H:45]12.C(N(C(C)C)C(C)C)C, predict the reaction product. The product is: [CH3:13][O:14][C:15]1[CH:16]=[C:17]([C:18](=[O:19])[CH2:20][CH2:21][C:22]([N:49]2[CH2:48][CH2:47][N:46]3[CH2:50][CH2:51][CH2:52][C@H:45]3[CH2:44]2)=[O:24])[CH:25]=[CH:26][C:27]=1[O:28][CH3:29]. (7) Given the reactants [Br:1][Si](C)(C)C.[Cl:6][C:7]1[CH:12]=[C:11]([O:13][CH:14]([F:16])[F:15])[CH:10]=[C:9](Cl)[N:8]=1, predict the reaction product. The product is: [Br:1][C:9]1[CH:10]=[C:11]([O:13][CH:14]([F:16])[F:15])[CH:12]=[C:7]([Cl:6])[N:8]=1.